Dataset: Forward reaction prediction with 1.9M reactions from USPTO patents (1976-2016). Task: Predict the product of the given reaction. Given the reactants Cl[C:2]1[C:3]2[C:10]([I:11])=[C:9]([CH2:12][CH3:13])[S:8][C:4]=2[N:5]=[CH:6][N:7]=1.[OH:14][C@H:15]([CH2:21][C:22]1[CH:27]=[CH:26][CH:25]=[CH:24][C:23]=1[O:28][CH3:29])[C:16]([O:18][CH2:19][CH3:20])=[O:17].C([O-])([O-])=O.[Cs+].[Cs+].Cl, predict the reaction product. The product is: [CH2:12]([C:9]1[S:8][C:4]2[N:5]=[CH:6][N:7]=[C:2]([O:14][C@H:15]([CH2:21][C:22]3[CH:27]=[CH:26][CH:25]=[CH:24][C:23]=3[O:28][CH3:29])[C:16]([O:18][CH2:19][CH3:20])=[O:17])[C:3]=2[C:10]=1[I:11])[CH3:13].